Dataset: Catalyst prediction with 721,799 reactions and 888 catalyst types from USPTO. Task: Predict which catalyst facilitates the given reaction. (1) Reactant: [N:1]1[CH:6]=[CH:5][C:4]([CH2:7][C:8]([O:10][CH3:11])=[O:9])=[CH:3][CH:2]=1.C(O)[C:13]1[CH:18]=[CH:17][CH:16]=[CH:15][CH:14]=1.C([Li])CCC. Product: [N:1]1[CH:6]=[CH:5][C:4]([CH2:7][C:8]([O:10][CH2:11][C:13]2[CH:18]=[CH:17][CH:16]=[CH:15][CH:14]=2)=[O:9])=[CH:3][CH:2]=1. The catalyst class is: 7. (2) Reactant: [C:1]([C:3]1[CH:27]=[CH:26][C:6]([C:7]([N:9]([CH2:17][C:18]2[CH:23]=[CH:22][C:21]([C:24]#[N:25])=[CH:20][CH:19]=2)[CH2:10][C:11]2[N:15]([CH3:16])[CH:14]=[N:13][CH:12]=2)=[O:8])=[CH:5][C:4]=1C1C2C(=CC=CC=2)C=CC=1)#[N:2].F[P-](F)(F)(F)(F)F.[Br:45][P+](N1CCCC1)(N1CCCC1)N1CCCC1. Product: [Br:45][C:4]1[CH:5]=[C:6]([CH:26]=[CH:27][C:3]=1[C:1]#[N:2])[C:7]([N:9]([CH2:17][C:18]1[CH:23]=[CH:22][C:21]([C:24]#[N:25])=[CH:20][CH:19]=1)[CH2:10][C:11]1[N:15]([CH3:16])[CH:14]=[N:13][CH:12]=1)=[O:8]. The catalyst class is: 4.